Dataset: NCI-60 drug combinations with 297,098 pairs across 59 cell lines. Task: Regression. Given two drug SMILES strings and cell line genomic features, predict the synergy score measuring deviation from expected non-interaction effect. (1) Drug 1: C1=CC(=CC=C1CCC2=CNC3=C2C(=O)NC(=N3)N)C(=O)NC(CCC(=O)O)C(=O)O. Drug 2: CS(=O)(=O)CCNCC1=CC=C(O1)C2=CC3=C(C=C2)N=CN=C3NC4=CC(=C(C=C4)OCC5=CC(=CC=C5)F)Cl. Cell line: SF-295. Synergy scores: CSS=32.9, Synergy_ZIP=5.61, Synergy_Bliss=4.45, Synergy_Loewe=-13.2, Synergy_HSA=4.52. (2) Drug 1: CC1=C(C=C(C=C1)NC(=O)C2=CC=C(C=C2)CN3CCN(CC3)C)NC4=NC=CC(=N4)C5=CN=CC=C5. Drug 2: CC1=C(C(=CC=C1)Cl)NC(=O)C2=CN=C(S2)NC3=CC(=NC(=N3)C)N4CCN(CC4)CCO. Cell line: NCIH23. Synergy scores: CSS=12.8, Synergy_ZIP=3.01, Synergy_Bliss=10.4, Synergy_Loewe=2.26, Synergy_HSA=6.34. (3) Cell line: MOLT-4. Drug 2: C(=O)(N)NO. Synergy scores: CSS=21.8, Synergy_ZIP=6.82, Synergy_Bliss=-1.17, Synergy_Loewe=-5.29, Synergy_HSA=1.07. Drug 1: C1=C(C(=O)NC(=O)N1)F. (4) Drug 1: C1=NNC2=C1C(=O)NC=N2. Drug 2: C1CN(P(=O)(OC1)NCCCl)CCCl. Cell line: MALME-3M. Synergy scores: CSS=-4.67, Synergy_ZIP=4.22, Synergy_Bliss=3.63, Synergy_Loewe=-0.236, Synergy_HSA=-3.30. (5) Drug 1: CC1=CC2C(CCC3(C2CCC3(C(=O)C)OC(=O)C)C)C4(C1=CC(=O)CC4)C. Drug 2: C1CCC(C(C1)N)N.C(=O)(C(=O)[O-])[O-].[Pt+4]. Cell line: HOP-92. Synergy scores: CSS=8.01, Synergy_ZIP=0.251, Synergy_Bliss=-1.54, Synergy_Loewe=-57.0, Synergy_HSA=-9.31. (6) Drug 1: CC=C1C(=O)NC(C(=O)OC2CC(=O)NC(C(=O)NC(CSSCCC=C2)C(=O)N1)C(C)C)C(C)C. Drug 2: CC1C(C(CC(O1)OC2CC(CC3=C2C(=C4C(=C3O)C(=O)C5=CC=CC=C5C4=O)O)(C(=O)C)O)N)O. Cell line: SF-268. Synergy scores: CSS=52.5, Synergy_ZIP=-4.38, Synergy_Bliss=-10.6, Synergy_Loewe=-10.3, Synergy_HSA=-7.16.